From a dataset of Full USPTO retrosynthesis dataset with 1.9M reactions from patents (1976-2016). Predict the reactants needed to synthesize the given product. (1) Given the product [F:9][C:10]1[C:15]([C:2]2[CH:7]=[CH:6][N:5]=[C:4]([CH3:8])[CH:3]=2)=[CH:14][CH:13]=[CH:12][N:11]=1, predict the reactants needed to synthesize it. The reactants are: Br[C:2]1[CH:7]=[CH:6][N:5]=[C:4]([CH3:8])[CH:3]=1.[F:9][C:10]1[C:15](B(O)O)=[CH:14][CH:13]=[CH:12][N:11]=1.C(=O)([O-])[O-].[Na+].[Na+]. (2) Given the product [C:13]1([C@H:19]([NH:21][CH2:9][C:8]2[CH:11]=[CH:12][C:5]([C:4]#[C:3][CH2:2][OH:1])=[CH:6][CH:7]=2)[CH3:20])[CH:18]=[CH:17][CH:16]=[CH:15][CH:14]=1, predict the reactants needed to synthesize it. The reactants are: [OH:1][CH2:2][C:3]#[C:4][C:5]1[CH:12]=[CH:11][C:8]([CH:9]=O)=[CH:7][CH:6]=1.[C:13]1([C@H:19]([NH2:21])[CH3:20])[CH:18]=[CH:17][CH:16]=[CH:15][CH:14]=1. (3) The reactants are: [CH2:1]([O:3][C:4](=[O:26])[C:5](=[N:17][NH:18][C:19]1[CH:24]=[CH:23][CH:22]=[CH:21][C:20]=1[Cl:25])[C:6](=[O:16])[CH:7](Br)[C:8]1[CH:13]=[CH:12][C:11]([Cl:14])=[CH:10][CH:9]=1)[CH3:2].C([O-])(=O)C.[Na+]. Given the product [CH2:1]([O:3][C:4]([C:5]1[C:6]([OH:16])=[C:7]([C:8]2[CH:13]=[CH:12][C:11]([Cl:14])=[CH:10][CH:9]=2)[N:18]([C:19]2[CH:24]=[CH:23][CH:22]=[CH:21][C:20]=2[Cl:25])[N:17]=1)=[O:26])[CH3:2], predict the reactants needed to synthesize it. (4) Given the product [CH:1]1[C:10]2[C:5](=[CH:6][CH:7]=[CH:8][CH:9]=2)[CH:4]=[CH:3][C:2]=1[C:11]1[C:12]([C:18]2[CH:23]=[CH:22][N:21]=[CH:20][C:19]=2[F:24])=[CH:13][C:14](=[O:17])[NH:15][N:16]=1, predict the reactants needed to synthesize it. The reactants are: [CH:1]1[C:10]2[C:5](=[CH:6][CH:7]=[CH:8][CH:9]=2)[CH:4]=[CH:3][C:2]=1[C:11]1[CH:12]([C:18]2[CH:23]=[CH:22][N:21]=[CH:20][C:19]=2[F:24])[CH2:13][C:14](=[O:17])[NH:15][N:16]=1.BrN1C(=O)CCC1=O. (5) Given the product [Cl:16][C:17]1[CH:24]=[CH:23][C:20]([CH2:21][NH:22][C:12]([NH:11][C:6]2[CH:7]=[CH:8][CH:9]=[C:10]3[C:5]=2[CH:4]=[N:3][N:2]3[CH3:1])=[O:13])=[CH:19][CH:18]=1, predict the reactants needed to synthesize it. The reactants are: [CH3:1][N:2]1[C:10]2[CH:9]=[CH:8][CH:7]=[C:6]([NH2:11])[C:5]=2[CH:4]=[N:3]1.[C:12](Cl)(Cl)=[O:13].[Cl:16][C:17]1[CH:24]=[CH:23][C:20]([CH2:21][NH2:22])=[CH:19][CH:18]=1.